This data is from Catalyst prediction with 721,799 reactions and 888 catalyst types from USPTO. The task is: Predict which catalyst facilitates the given reaction. (1) Reactant: [H-].[Al+3].[Li+].[H-].[H-].[H-].[C:7]([C:11]1[CH:16]=[CH:15][C:14]([C:17]2[S:18][CH:19]=[C:20]([C:26](OCC)=[O:27])[C:21]=2[O:22][CH2:23][O:24][CH3:25])=[CH:13][CH:12]=1)([CH3:10])([CH3:9])[CH3:8].[Cl-].[NH4+]. Product: [C:7]([C:11]1[CH:16]=[CH:15][C:14]([C:17]2[S:18][CH:19]=[C:20]([CH2:26][OH:27])[C:21]=2[O:22][CH2:23][O:24][CH3:25])=[CH:13][CH:12]=1)([CH3:10])([CH3:8])[CH3:9]. The catalyst class is: 1. (2) Reactant: [Cl:1][C:2]1[CH:11]=[CH:10][C:5]([C:6]([O:8]C)=[O:7])=[C:4]([N:12]([CH3:14])[CH3:13])[CH:3]=1.[OH-].[Na+].Cl. Product: [Cl:1][C:2]1[CH:11]=[CH:10][C:5]([C:6]([OH:8])=[O:7])=[C:4]([N:12]([CH3:14])[CH3:13])[CH:3]=1. The catalyst class is: 24. (3) Reactant: [CH2:1]([N:3]1[C:12]2[CH:11]=[CH:10][C:9](/[CH:13]=[CH:14]/[CH2:15][OH:16])=[CH:8][C:7]=2[C:6]2=[N:17][N:18]([CH:21]3[CH2:26][CH2:25][CH2:24][CH2:23][O:22]3)[C:19]([CH3:20])=[C:5]2[C:4]1=[O:27])[CH3:2].CC(OI1(OC(C)=O)(OC(C)=O)OC(=O)C2C=CC=CC1=2)=O.S([O-])([O-])(=O)=S.[Na+].[Na+]. Product: [CH2:1]([N:3]1[C:12]2[CH:11]=[CH:10][C:9](/[CH:13]=[CH:14]/[CH:15]=[O:16])=[CH:8][C:7]=2[C:6]2=[N:17][N:18]([CH:21]3[CH2:26][CH2:25][CH2:24][CH2:23][O:22]3)[C:19]([CH3:20])=[C:5]2[C:4]1=[O:27])[CH3:2]. The catalyst class is: 2. (4) Reactant: C(OC(=O)[NH:7][CH:8]1[CH2:13][CH2:12][N:11]([CH2:14][CH:15]([F:17])[F:16])[CH2:10][CH2:9]1)(C)(C)C.[ClH:19]. Product: [ClH:19].[ClH:19].[F:17][CH:15]([F:16])[CH2:14][N:11]1[CH2:10][CH2:9][CH:8]([NH2:7])[CH2:13][CH2:12]1. The catalyst class is: 12.